Dataset: Peptide-MHC class II binding affinity with 134,281 pairs from IEDB. Task: Regression. Given a peptide amino acid sequence and an MHC pseudo amino acid sequence, predict their binding affinity value. This is MHC class II binding data. (1) The peptide sequence is DMTPADALDD. The MHC is HLA-DPA10201-DPB10101 with pseudo-sequence HLA-DPA10201-DPB10101. The binding affinity (normalized) is 0. (2) The peptide sequence is LFKYDINIYSANL. The MHC is DRB1_0401 with pseudo-sequence DRB1_0401. The binding affinity (normalized) is 0.195. (3) The peptide sequence is KEQVGSNRELYVGDL. The MHC is DRB1_0101 with pseudo-sequence DRB1_0101. The binding affinity (normalized) is 0.426. (4) The peptide sequence is SQDLELSWNLNGLQIY. The MHC is DRB1_1302 with pseudo-sequence DRB1_1302. The binding affinity (normalized) is 0.779. (5) The peptide sequence is RPLWIIFSGNMNIKL. The MHC is DRB1_0301 with pseudo-sequence DRB1_0301. The binding affinity (normalized) is 0.270. (6) The peptide sequence is LLVKYAAGDGNIVAV. The MHC is DRB1_1101 with pseudo-sequence DRB1_1101. The binding affinity (normalized) is 0.0663. (7) The peptide sequence is GLFNPMILAAGLIACDPNR. The MHC is DRB3_0101 with pseudo-sequence DRB3_0101. The binding affinity (normalized) is 0.0901.